This data is from Peptide-MHC class I binding affinity with 185,985 pairs from IEDB/IMGT. The task is: Regression. Given a peptide amino acid sequence and an MHC pseudo amino acid sequence, predict their binding affinity value. This is MHC class I binding data. (1) The peptide sequence is RPPGCTFPA. The MHC is HLA-A03:01 with pseudo-sequence HLA-A03:01. The binding affinity (normalized) is 0.0847. (2) The peptide sequence is NDSILSHNF. The MHC is HLA-B45:01 with pseudo-sequence HLA-B45:01. The binding affinity (normalized) is 0.